Dataset: Full USPTO retrosynthesis dataset with 1.9M reactions from patents (1976-2016). Task: Predict the reactants needed to synthesize the given product. (1) Given the product [C:1]1([C:7]2[CH:8]=[CH:9][CH:10]=[C:11]3[C:16]=2[CH:15]=[C:14]([O:17][S:31]([C:34]([F:37])([F:36])[F:35])(=[O:33])=[O:32])[CH:13]=[CH:12]3)[CH:2]=[CH:3][CH:4]=[CH:5][CH:6]=1, predict the reactants needed to synthesize it. The reactants are: [C:1]1([C:7]2[CH:8]=[CH:9][CH:10]=[C:11]3[C:16]=2[CH:15]=[C:14]([OH:17])[CH:13]=[CH:12]3)[CH:6]=[CH:5][CH:4]=[CH:3][CH:2]=1.CC(C)([O-])C.[Na+].C1C=CC(N([S:31]([C:34]([F:37])([F:36])[F:35])(=[O:33])=[O:32])[S:31]([C:34]([F:37])([F:36])[F:35])(=[O:33])=[O:32])=CC=1.O. (2) Given the product [CH3:13][C:10]1[CH:9]=[C:8]([C:5]2[CH:6]=[CH:7][C:2]([B:14]3[O:18][C:17]([CH3:20])([CH3:19])[C:16]([CH3:22])([CH3:21])[O:15]3)=[CH:3][CH:4]=2)[O:12][N:11]=1, predict the reactants needed to synthesize it. The reactants are: Br[C:2]1[CH:7]=[CH:6][C:5]([C:8]2[O:12][N:11]=[C:10]([CH3:13])[CH:9]=2)=[CH:4][CH:3]=1.[B:14]1([B:14]2[O:18][C:17]([CH3:20])([CH3:19])[C:16]([CH3:22])([CH3:21])[O:15]2)[O:18][C:17]([CH3:20])([CH3:19])[C:16]([CH3:22])([CH3:21])[O:15]1.C([O-])(=O)C.[K+]. (3) Given the product [F:20][C:4]1[CH:5]=[C:6]([N:9]2[CH2:13][CH:12]([CH2:14][NH:15][C:16](=[O:18])[CH3:17])[O:11][C:10]2=[O:19])[CH:7]=[CH:8][C:3]=1[C:1]#[C:2][C:29]1[N:37]=[CH:36][N:35]=[C:34]2[C:30]=1[NH:31][CH:32]=[N:33]2, predict the reactants needed to synthesize it. The reactants are: [C:1]([C:3]1[CH:8]=[CH:7][C:6]([N:9]2[CH2:13][C@H:12]([CH2:14][NH:15][C:16](=[O:18])[CH3:17])[O:11][C:10]2=[O:19])=[CH:5][C:4]=1[F:20])#[CH:2].C(NC(C)C)(C)C.I[C:29]1[N:37]=[CH:36][N:35]=[C:34]2[C:30]=1[NH:31][CH:32]=[N:33]2. (4) Given the product [CH:1]1([NH:7][C:8]2[N:16]=[C:15]([NH:17][C:18]3[CH:23]=[CH:22][C:21]([C:24]4[CH2:25][CH2:26][N:27]([C:36]([C:33]5([CH3:32])[CH2:35][CH2:34]5)=[O:37])[CH2:28][CH:29]=4)=[CH:20][C:19]=3[O:30][CH3:31])[N:14]=[C:13]3[C:9]=2[N:10]=[CH:11][NH:12]3)[CH2:2][CH2:3][CH2:4][CH2:5][CH2:6]1, predict the reactants needed to synthesize it. The reactants are: [CH:1]1([NH:7][C:8]2[N:16]=[C:15]([NH:17][C:18]3[CH:23]=[CH:22][C:21]([C:24]4[CH2:25][CH2:26][NH:27][CH2:28][CH:29]=4)=[CH:20][C:19]=3[O:30][CH3:31])[N:14]=[C:13]3[C:9]=2[N:10]=[CH:11][NH:12]3)[CH2:6][CH2:5][CH2:4][CH2:3][CH2:2]1.[CH3:32][C:33]1([C:36](O)=[O:37])[CH2:35][CH2:34]1.CCN=C=NCCCN(C)C.C1C=CC2N(O)N=NC=2C=1.CN1CCOCC1. (5) Given the product [Br:18][CH:7]1[C:2](=[O:1])[CH2:3][CH2:4][N:5]([C:8]([O:10][CH2:11][C:12]2[CH:17]=[CH:16][CH:15]=[CH:14][CH:13]=2)=[O:9])[CH2:6]1, predict the reactants needed to synthesize it. The reactants are: [O:1]=[C:2]1[CH2:7][CH2:6][N:5]([C:8]([O:10][CH2:11][C:12]2[CH:17]=[CH:16][CH:15]=[CH:14][CH:13]=2)=[O:9])[CH2:4][CH2:3]1.[Br:18]Br.O. (6) Given the product [C:1]([O:4][CH2:5][C:6]([NH:23][CH2:22][C:19]1[CH:20]=[N:21][C:16]([Cl:15])=[CH:17][CH:18]=1)=[CH:7][CH2:8][C:9]([O:11][CH:12]([CH3:14])[CH3:13])=[O:10])(=[O:3])[CH3:2], predict the reactants needed to synthesize it. The reactants are: [C:1]([O:4][CH2:5][C:6]#[C:7][CH2:8][C:9]([O:11][CH:12]([CH3:14])[CH3:13])=[O:10])(=[O:3])[CH3:2].[Cl:15][C:16]1[N:21]=[CH:20][C:19]([CH2:22][NH:23]C)=[CH:18][CH:17]=1. (7) Given the product [C:1]([N:3]=[C:4]([C:7]1[CH:8]=[CH:9][CH:10]=[CH:11][CH:12]=1)[NH:18][CH2:17][C:16]([O:15][CH3:14])=[O:19])#[N:2], predict the reactants needed to synthesize it. The reactants are: [C:1]([N:3]=[C:4]([C:7]1[CH:12]=[CH:11][CH:10]=[CH:9][CH:8]=1)OC)#[N:2].Cl.[CH3:14][O:15][C:16](=[O:19])[CH2:17][NH2:18].C(N(CC)CC)C.O.